Dataset: Catalyst prediction with 721,799 reactions and 888 catalyst types from USPTO. Task: Predict which catalyst facilitates the given reaction. (1) Reactant: [F:1][C:2]1[C:7]([OH:8])=[CH:6][CH:5]=[C:4]([F:9])[C:3]=1[NH:10][C:11](=O)[C:12]1[CH:17]=[C:16]([C:18]2[CH:23]=[CH:22][CH:21]=[C:20]([F:24])[CH:19]=2)[CH:15]=[C:14]([F:25])[C:13]=1[CH3:26].CO. Product: [F:1][C:2]1[C:3]([NH:10][CH2:11][C:12]2[CH:17]=[C:16]([C:18]3[CH:23]=[CH:22][CH:21]=[C:20]([F:24])[CH:19]=3)[CH:15]=[C:14]([F:25])[C:13]=2[CH3:26])=[C:4]([F:9])[CH:5]=[CH:6][C:7]=1[OH:8]. The catalyst class is: 1. (2) Reactant: C([O:8][N:9]1[C:15](=[O:16])[N:14]2[CH2:17][C@H:10]1[CH2:11][CH2:12][C@H:13]2[C:18]([NH:20][O:21][CH2:22][CH2:23][NH:24]C(=O)OCC1C=CC=CC=1)=[O:19])C1C=CC=CC=1.C(OC(O[C:49]([O:51][C:52]([CH3:55])([CH3:54])[CH3:53])=[O:50])=O)(O[C:49]([O:51][C:52]([CH3:55])([CH3:54])[CH3:53])=[O:50])=O. Product: [OH:8][N:9]1[C:15](=[O:16])[N:14]2[CH2:17][C@H:10]1[CH2:11][CH2:12][C@H:13]2[C:18]([NH:20][O:21][CH2:22][CH2:23][NH:24][C:49](=[O:50])[O:51][C:52]([CH3:53])([CH3:54])[CH3:55])=[O:19]. The catalyst class is: 312.